From a dataset of Full USPTO retrosynthesis dataset with 1.9M reactions from patents (1976-2016). Predict the reactants needed to synthesize the given product. (1) Given the product [CH3:23][O:24][C:25](=[O:33])[CH2:26][CH2:27][CH2:28][S:29](=[O:31])(=[O:32])[NH:30][C:19](=[O:20])[CH2:18][O:17][C:12]1[CH:13]=[CH:14][CH:15]=[C:16]2[C:11]=1[CH:10]=[C:9]([CH3:22])[N:8]2[CH2:1][C:2]1[CH:7]=[CH:6][CH:5]=[CH:4][CH:3]=1, predict the reactants needed to synthesize it. The reactants are: [CH2:1]([N:8]1[C:16]2[C:11](=[C:12]([O:17][CH2:18][C:19](O)=[O:20])[CH:13]=[CH:14][CH:15]=2)[CH:10]=[C:9]1[CH3:22])[C:2]1[CH:7]=[CH:6][CH:5]=[CH:4][CH:3]=1.[CH3:23][O:24][C:25](=[O:33])[CH2:26][CH2:27][CH2:28][S:29](=[O:32])(=[O:31])[NH2:30].CCN=C=NCCCN(C)C.Cl. (2) Given the product [Cl:16][C:17]1[CH:22]=[C:21]([Cl:23])[CH:20]=[CH:19][C:18]=1[C:24]1[N:25]=[C:26]([N:29]2[CH2:30][CH2:31][N:32]([C:8]([NH:7][C:3]3[CH:2]=[N:1][CH:6]=[CH:5][CH:4]=3)=[O:15])[CH2:33][CH2:34]2)[S:27][CH:28]=1, predict the reactants needed to synthesize it. The reactants are: [N:1]1[CH:6]=[CH:5][CH:4]=[C:3]([NH:7][C:8](=[O:15])OCC(Cl)(Cl)Cl)[CH:2]=1.[Cl:16][C:17]1[CH:22]=[C:21]([Cl:23])[CH:20]=[CH:19][C:18]=1[C:24]1[N:25]=[C:26]([N:29]2[CH2:34][CH2:33][NH:32][CH2:31][CH2:30]2)[S:27][CH:28]=1.C(N(C(C)C)CC)(C)C.O.